From a dataset of Full USPTO retrosynthesis dataset with 1.9M reactions from patents (1976-2016). Predict the reactants needed to synthesize the given product. (1) The reactants are: COC(C1[CH:10]=[CH:9][CH:8]=[C:7]([C:11]([F:14])([F:13])[F:12])[N:6]=1)=O.C1COCC1.C[Mg]Cl.Cl.[C:24]([O:28]C)([CH3:27])([CH3:26])[CH3:25]. Given the product [F:12][C:11]([F:14])([F:13])[C:7]1[N:6]=[C:25]([C:24]([OH:28])([CH3:27])[CH3:26])[CH:10]=[CH:9][CH:8]=1, predict the reactants needed to synthesize it. (2) Given the product [Cl:14][C:15]1[C:16]([NH:25][C:26]2[C:31]([Cl:32])=[CH:30][N:29]=[C:28]([NH:13][C:10]3[CH:11]=[CH:12][C:7]4[CH2:6][NH:5][CH2:4][CH2:3][N:2]([CH3:1])[C:8]=4[CH:9]=3)[N:27]=2)=[C:17]([CH:22]=[CH:23][CH:24]=1)[C:18]([NH:20][CH3:21])=[O:19], predict the reactants needed to synthesize it. The reactants are: [CH3:1][N:2]1[C:8]2[CH:9]=[C:10]([NH2:13])[CH:11]=[CH:12][C:7]=2[CH2:6][NH:5][CH2:4][CH2:3]1.[Cl:14][C:15]1[C:16]([NH:25][C:26]2[C:31]([Cl:32])=[CH:30][N:29]=[C:28](Cl)[N:27]=2)=[C:17]([CH:22]=[CH:23][CH:24]=1)[C:18]([NH:20][CH3:21])=[O:19].Cl.C(=O)([O-])[O-]. (3) The reactants are: [CH:1](NC(C)C)(C)C.[Li]CCCC.[Li+].CC([N-]C(C)C)C.[C:21]([O:25][C:26]([N:28]1[CH2:32][C:31]([F:34])([F:33])[CH2:30][C@H:29]1[C:35]([OH:37])=[O:36])=[O:27])([CH3:24])([CH3:23])[CH3:22].CI. Given the product [C:21]([O:25][C:26]([N:28]1[CH2:32][C:31]([F:33])([F:34])[CH2:30][C:29]1([CH3:1])[C:35]([OH:37])=[O:36])=[O:27])([CH3:24])([CH3:22])[CH3:23], predict the reactants needed to synthesize it. (4) Given the product [C:14]([O:13][C:12]([N:11]([CH2:19][C@H:20]([OH:27])[C:21]1[CH:22]=[N:23][CH:24]=[CH:25][CH:26]=1)[CH2:10][CH2:9][CH2:8][C:5]1[CH:6]=[CH:7][C:2]([C:35]2[CH:36]=[CH:37][C:38]([C:39]([O:41][CH3:42])=[O:40])=[C:33]([O:32][CH2:28][CH:29]([CH3:31])[CH3:30])[CH:34]=2)=[CH:3][CH:4]=1)=[O:18])([CH3:17])([CH3:16])[CH3:15], predict the reactants needed to synthesize it. The reactants are: Br[C:2]1[CH:7]=[CH:6][C:5]([CH2:8][CH2:9][CH2:10][N:11]([CH2:19][C@H:20]([OH:27])[C:21]2[CH:22]=[N:23][CH:24]=[CH:25][CH:26]=2)[C:12](=[O:18])[O:13][C:14]([CH3:17])([CH3:16])[CH3:15])=[CH:4][CH:3]=1.[CH2:28]([O:32][C:33]1[CH:34]=[C:35](B(O)O)[CH:36]=[CH:37][C:38]=1[C:39]([O:41][CH3:42])=[O:40])[CH:29]([CH3:31])[CH3:30].C(=O)([O-])[O-].[Na+].[Na+]. (5) Given the product [Cl:1][C:2]1[C:3]([N:29]2[CH2:30][C@@H:31]([F:32])[C@@H:27]([CH2:26][NH:25][CH:22]3[CH2:23][CH2:24]3)[CH2:28]2)=[C:4]([F:20])[CH:5]=[C:6]2[C:11]=1[N:10]([C@@H:12]1[CH2:14][C@@H:13]1[F:15])[CH:9]=[C:8]([C:16]([OH:18])=[O:17])[C:7]2=[O:19], predict the reactants needed to synthesize it. The reactants are: [Cl:1][C:2]1[C:3](F)=[C:4]([F:20])[CH:5]=[C:6]2[C:11]=1[N:10]([C@@H:12]1[CH2:14][C@@H:13]1[F:15])[CH:9]=[C:8]([C:16]([OH:18])=[O:17])[C:7]2=[O:19].[CH:22]1([NH:25][CH2:26][C@@H:27]2[C@H:31]([F:32])[CH2:30][NH:29][CH2:28]2)[CH2:24][CH2:23]1.